The task is: Predict the reactants needed to synthesize the given product.. This data is from Full USPTO retrosynthesis dataset with 1.9M reactions from patents (1976-2016). (1) Given the product [Cl:14][C:15]1[C:16]([C:17]2[N:2]([CH3:1])[C:3]3=[N:4][CH:5]=[C:6]([C:10]([F:11])([F:12])[F:13])[CH:7]=[C:8]3[N:9]=2)=[CH:20][CH:21]=[CH:22][N:23]=1, predict the reactants needed to synthesize it. The reactants are: [CH3:1][NH:2][C:3]1[C:8]([NH2:9])=[CH:7][C:6]([C:10]([F:13])([F:12])[F:11])=[CH:5][N:4]=1.[Cl:14][C:15]1[N:23]=[CH:22][CH:21]=[CH:20][C:16]=1[C:17](O)=O.CCN=C=NCCCN(C)C.Cl.N1C=CC=CC=1. (2) Given the product [F:1][C:2]([F:13])([F:14])[C:3]([C:6]1[CH:11]=[CH:10][C:9]([O:12][CH2:22][C:23]([O:25][CH2:26][CH3:27])=[O:24])=[CH:8][CH:7]=1)([CH3:5])[CH3:4], predict the reactants needed to synthesize it. The reactants are: [F:1][C:2]([F:14])([F:13])[C:3]([C:6]1[CH:11]=[CH:10][C:9]([OH:12])=[CH:8][CH:7]=1)([CH3:5])[CH3:4].C(=O)([O-])[O-].[K+].[K+].Br[CH2:22][C:23]([O:25][CH2:26][CH3:27])=[O:24].